From a dataset of HIV replication inhibition screening data with 41,000+ compounds from the AIDS Antiviral Screen. Binary Classification. Given a drug SMILES string, predict its activity (active/inactive) in a high-throughput screening assay against a specified biological target. The molecule is CCn1c(=S)[nH]c2sc3c(c2c1=O)CCCCC3. The result is 0 (inactive).